From a dataset of Full USPTO retrosynthesis dataset with 1.9M reactions from patents (1976-2016). Predict the reactants needed to synthesize the given product. (1) Given the product [F:38][C:36]1[CH:35]=[CH:34][C:33]([CH3:39])=[C:32]([CH:37]=1)[O:31][C:17]1[N:18]([C:25]2[CH:26]=[CH:27][CH:28]=[CH:29][CH:30]=2)[C:19]2[CH:24]=[CH:23][N:22]=[CH:21][C:20]=2[C:16]=1[C:14]([N:11]1[CH2:10][CH2:9][NH:8][CH2:13][CH2:12]1)=[O:15], predict the reactants needed to synthesize it. The reactants are: C(OC([N:8]1[CH2:13][CH2:12][N:11]([C:14]([C:16]2[C:20]3[CH:21]=[N:22][CH:23]=[CH:24][C:19]=3[N:18]([C:25]3[CH:30]=[CH:29][CH:28]=[CH:27][CH:26]=3)[C:17]=2[O:31][C:32]2[CH:37]=[C:36]([F:38])[CH:35]=[CH:34][C:33]=2[CH3:39])=[O:15])[CH2:10][CH2:9]1)=O)(C)(C)C.Cl.Cl.Cl.FC1C=CC(C)=C(C=1)OC1N(C2C=CC=CC=2)C2C=CN=CC=2C=1C(N1CCNCC1)=O. (2) The reactants are: [C:1]([C:3]1[CH:4]=[CH:5][C:6]([CH2:9][N:10]([CH3:19])[CH2:11][C:12]([O:14][C:15]([CH3:18])([CH3:17])[CH3:16])=[O:13])=[N:7][CH:8]=1)#[N:2].[NH2:20][OH:21]. Given the product [OH:21][N:20]=[C:1]([C:3]1[CH:4]=[CH:5][C:6]([CH2:9][N:10]([CH3:19])[CH2:11][C:12]([O:14][C:15]([CH3:17])([CH3:16])[CH3:18])=[O:13])=[N:7][CH:8]=1)[NH2:2], predict the reactants needed to synthesize it. (3) The reactants are: [Cl:1][C:2]1[C:7]([F:8])=[CH:6][CH:5]=[C:4]([Cl:9])[C:3]=1[C@H:10]([O:12][C:13]1[C:14]([N+:19]([O-])=O)=[N:15][CH:16]=[CH:17][CH:18]=1)[CH3:11]. Given the product [Cl:1][C:2]1[C:7]([F:8])=[CH:6][CH:5]=[C:4]([Cl:9])[C:3]=1[CH:10]([O:12][C:13]1[C:14]([NH2:19])=[N:15][CH:16]=[CH:17][CH:18]=1)[CH3:11], predict the reactants needed to synthesize it. (4) Given the product [Cl:1][C:2]1[N:7]=[C:6]([C:8]([NH:10][C:11]2[CH:19]=[C:18]([C:20]3[CH:28]=[CH:27][CH:26]=[C:25]4[C:21]=3[CH:22]=[CH:23][NH:24]4)[CH:17]=[C:16]3[C:12]=2[CH:13]=[N:14][NH:15]3)=[O:9])[C:5]([N:31]([CH3:32])[CH3:30])=[CH:4][CH:3]=1, predict the reactants needed to synthesize it. The reactants are: [Cl:1][C:2]1[N:7]=[C:6]([C:8]([NH:10][C:11]2[CH:19]=[C:18]([C:20]3[CH:28]=[CH:27][CH:26]=[C:25]4[C:21]=3[CH:22]=[CH:23][NH:24]4)[CH:17]=[C:16]3[C:12]=2[CH:13]=[N:14][NH:15]3)=[O:9])[C:5](F)=[CH:4][CH:3]=1.[CH3:30][NH:31][CH3:32].CCN(C(C)C)C(C)C. (5) Given the product [NH2:34][CH2:33][CH2:32][O:31][C:21]1[C:22]([NH:24][C:25]2[CH:30]=[CH:29][N:28]=[CH:27][CH:26]=2)=[N:23][C:18]([C:11]2[C:12]3[C:17](=[CH:16][CH:15]=[CH:14][CH:13]=3)[N:9]([CH2:8][C:7]3[C:6]([F:45])=[CH:5][C:4]([O:3][CH2:1][CH3:2])=[CH:43][C:42]=3[F:44])[N:10]=2)=[N:19][CH:20]=1, predict the reactants needed to synthesize it. The reactants are: [CH2:1]([O:3][C:4]1[CH:43]=[C:42]([F:44])[C:7]([CH2:8][N:9]2[C:17]3[C:12](=[CH:13][CH:14]=[CH:15][CH:16]=3)[C:11]([C:18]3[N:23]=[C:22]([NH:24][C:25]4[CH:30]=[CH:29][N:28]=[CH:27][CH:26]=4)[C:21]([O:31][CH2:32][CH2:33][NH:34]C(=O)OC(C)(C)C)=[CH:20][N:19]=3)=[N:10]2)=[C:6]([F:45])[CH:5]=1)[CH3:2].FC(F)(F)C(O)=O.C(=O)([O-])[O-].[Na+].[Na+].ClCCl.C(O)(C)C.